This data is from NCI-60 drug combinations with 297,098 pairs across 59 cell lines. The task is: Regression. Given two drug SMILES strings and cell line genomic features, predict the synergy score measuring deviation from expected non-interaction effect. (1) Drug 1: COC1=C(C=C2C(=C1)N=CN=C2NC3=CC(=C(C=C3)F)Cl)OCCCN4CCOCC4. Drug 2: CC1=C(C=C(C=C1)NC(=O)C2=CC=C(C=C2)CN3CCN(CC3)C)NC4=NC=CC(=N4)C5=CN=CC=C5. Cell line: UO-31. Synergy scores: CSS=23.7, Synergy_ZIP=-9.92, Synergy_Bliss=-0.898, Synergy_Loewe=-8.02, Synergy_HSA=-2.77. (2) Drug 1: CC1C(C(CC(O1)OC2CC(OC(C2O)C)OC3=CC4=CC5=C(C(=O)C(C(C5)C(C(=O)C(C(C)O)O)OC)OC6CC(C(C(O6)C)O)OC7CC(C(C(O7)C)O)OC8CC(C(C(O8)C)O)(C)O)C(=C4C(=C3C)O)O)O)O. Drug 2: CCC1(C2=C(COC1=O)C(=O)N3CC4=CC5=C(C=CC(=C5CN(C)C)O)N=C4C3=C2)O.Cl. Cell line: BT-549. Synergy scores: CSS=49.4, Synergy_ZIP=-0.388, Synergy_Bliss=0.0345, Synergy_Loewe=-6.10, Synergy_HSA=0.647. (3) Drug 1: CCCCCOC(=O)NC1=NC(=O)N(C=C1F)C2C(C(C(O2)C)O)O. Drug 2: CNC(=O)C1=NC=CC(=C1)OC2=CC=C(C=C2)NC(=O)NC3=CC(=C(C=C3)Cl)C(F)(F)F. Cell line: ACHN. Synergy scores: CSS=1.44, Synergy_ZIP=-0.107, Synergy_Bliss=-2.31, Synergy_Loewe=-4.00, Synergy_HSA=-5.18. (4) Drug 1: CC12CCC3C(C1CCC2O)C(CC4=C3C=CC(=C4)O)CCCCCCCCCS(=O)CCCC(C(F)(F)F)(F)F. Drug 2: CC(C)(C#N)C1=CC(=CC(=C1)CN2C=NC=N2)C(C)(C)C#N. Cell line: SF-268. Synergy scores: CSS=-2.00, Synergy_ZIP=1.14, Synergy_Bliss=-1.92, Synergy_Loewe=-7.50, Synergy_HSA=-5.48.